This data is from KCNQ2 potassium channel screen with 302,405 compounds. The task is: Binary Classification. Given a drug SMILES string, predict its activity (active/inactive) in a high-throughput screening assay against a specified biological target. (1) The molecule is S1c2c(N(C(=O)N3CCC(NC(=O)c4cc(OC)cc(OC)c4)CC3)c3c1cccc3)cccc2. The result is 0 (inactive). (2) The molecule is O(c1c(NC(=O)c2n(ncc2[N+]([O-])=O)C)cccc1)C. The result is 0 (inactive). (3) The result is 0 (inactive). The compound is O(C(=O)CCN1C(=O)c2c(C1=O)cccc2)c1c(cccc1)C(=O)C.